This data is from Full USPTO retrosynthesis dataset with 1.9M reactions from patents (1976-2016). The task is: Predict the reactants needed to synthesize the given product. (1) Given the product [CH:1]1([CH:7]([O:14][CH3:15])[C:8](=[O:9])[CH3:16])[CH2:2][CH2:3][CH2:4][CH2:5][CH2:6]1, predict the reactants needed to synthesize it. The reactants are: [CH:1]1([CH:7]([O:14][CH3:15])[C:8](N(OC)C)=[O:9])[CH2:6][CH2:5][CH2:4][CH2:3][CH2:2]1.[CH3:16][Mg+].[Br-]. (2) Given the product [F:29][C:30]([F:43])([F:42])[S:31]([O:22][C:11]1[CH:12]=[C:13]2[C:8](=[CH:9][CH:10]=1)[O:7][CH2:6][C@@H:5]([N:1]1[CH2:4][CH2:3][CH2:2]1)[C@H:14]2[CH2:15][C:16]1[CH:21]=[CH:20][CH:19]=[CH:18][CH:17]=1)(=[O:33])=[O:32], predict the reactants needed to synthesize it. The reactants are: [N:1]1([C@H:5]2[C@@H:14]([CH2:15][C:16]3[CH:21]=[CH:20][CH:19]=[CH:18][CH:17]=3)[C:13]3[C:8](=[CH:9][CH:10]=[C:11]([OH:22])[CH:12]=3)[O:7][CH2:6]2)[CH2:4][CH2:3][CH2:2]1.N1C=CC=CC=1.[F:29][C:30]([F:43])([F:42])[S:31](O[S:31]([C:30]([F:43])([F:42])[F:29])(=[O:33])=[O:32])(=[O:33])=[O:32]. (3) Given the product [Cl:26][C:20]1[CH:21]=[C:22]([Cl:25])[CH:23]=[CH:24][C:19]=1[C:14]1[C:13]2[C:18](=[C:10]([CH2:9][N:1]3[CH:5]=[N:4][CH:3]=[N:2]3)[N:11]([CH3:27])[N:12]=2)[CH:17]=[CH:16][CH:15]=1, predict the reactants needed to synthesize it. The reactants are: [NH:1]1[CH:5]=[N:4][CH:3]=[N:2]1.[H-].[Na+].Cl[CH2:9][C:10]1[N:11]([CH3:27])[N:12]=[C:13]2[C:18]=1[CH:17]=[CH:16][CH:15]=[C:14]2[C:19]1[CH:24]=[CH:23][C:22]([Cl:25])=[CH:21][C:20]=1[Cl:26].[NH4+].[Cl-]. (4) Given the product [OH:35][CH2:2][CH2:1][S:3]([N:6]1[CH2:11][CH2:10][CH:9]([NH:12][C:13]([C:15]2[C:19]([NH:20][C:21](=[O:30])[C:22]3[C:27]([Cl:28])=[CH:26][CH:25]=[CH:24][C:23]=3[Cl:29])=[CH:18][NH:17][N:16]=2)=[O:14])[CH2:8][CH2:7]1)(=[O:4])=[O:5], predict the reactants needed to synthesize it. The reactants are: [CH:1]([S:3]([N:6]1[CH2:11][CH2:10][CH:9]([NH:12][C:13]([C:15]2[C:19]([NH:20][C:21](=[O:30])[C:22]3[C:27]([Cl:28])=[CH:26][CH:25]=[CH:24][C:23]=3[Cl:29])=[CH:18][NH:17][N:16]=2)=[O:14])[CH2:8][CH2:7]1)(=[O:5])=[O:4])=[CH2:2].B.CSC.[OH:35]O.[OH-].[Na+]. (5) The reactants are: Cl[C:2]1[S:6][C:5]([C:7]2[CH:12]=[CH:11][CH:10]=[C:9]([N+:13]([O-])=O)[CH:8]=2)=[N:4][CH:3]=1.O.NN. Given the product [S:6]1[CH:2]=[CH:3][N:4]=[C:5]1[C:7]1[CH:8]=[C:9]([NH2:13])[CH:10]=[CH:11][CH:12]=1, predict the reactants needed to synthesize it. (6) The reactants are: [CH3:1][C:2]1([CH3:35])[CH2:7][CH2:6][N:5]([CH2:8][C:9]2[CH:14]=[CH:13][C:12]([C:15]([F:18])([F:17])[F:16])=[CH:11][CH:10]=2)[CH:4]([C:19]([NH:21][C:22]2([C:25]3[CH:34]=[CH:33][C:28]([C:29]([O:31]C)=[O:30])=[CH:27][CH:26]=3)[CH2:24][CH2:23]2)=[O:20])[CH2:3]1.O[Li].O. Given the product [CH3:1][C:2]1([CH3:35])[CH2:7][CH2:6][N:5]([CH2:8][C:9]2[CH:10]=[CH:11][C:12]([C:15]([F:18])([F:17])[F:16])=[CH:13][CH:14]=2)[CH:4]([C:19]([NH:21][C:22]2([C:25]3[CH:26]=[CH:27][C:28]([C:29]([OH:31])=[O:30])=[CH:33][CH:34]=3)[CH2:24][CH2:23]2)=[O:20])[CH2:3]1, predict the reactants needed to synthesize it.